Dataset: Full USPTO retrosynthesis dataset with 1.9M reactions from patents (1976-2016). Task: Predict the reactants needed to synthesize the given product. (1) Given the product [C:28]1([C:19]2[CH:20]=[CH:21][CH:22]=[CH:23][CH:24]=2)[CH:29]=[CH:30][C:31]([C:6]([N:8]2[CH2:12][C:11](=[N:13][O:14][CH3:15])[CH2:10][C@H:9]2[C:16]([NH:34][CH2:35][CH:36]([OH:38])[CH3:37])=[O:18])=[O:7])=[CH:32][CH:33]=1, predict the reactants needed to synthesize it. The reactants are: C(O[C:6]([N:8]1[CH2:12][C:11](=[N:13][O:14][CH3:15])[CH2:10][C@H:9]1[C:16]([OH:18])=O)=[O:7])(C)(C)C.[C:19]1([C:28]2[CH:33]=[CH:32][CH:31]=[CH:30][CH:29]=2)[CH:24]=[CH:23][C:22](C(Cl)=O)=[CH:21][CH:20]=1.[NH2:34][CH2:35][CH:36]([OH:38])[CH3:37]. (2) Given the product [NH2:7][CH2:8][CH2:9][CH2:10][N:11]([CH2:14][C:15]1[CH:16]=[C:17]([C:21]2[C:26]([F:27])=[CH:25][N:24]=[C:23]([NH:30][CH2:31][CH2:32][C:33]3[CH:38]=[CH:37][C:36]([OH:39])=[C:35]([Cl:40])[CH:34]=3)[N:22]=2)[CH:18]=[CH:19][CH:20]=1)[CH2:12][CH3:13], predict the reactants needed to synthesize it. The reactants are: C(OC(=O)[NH:7][CH2:8][CH2:9][CH2:10][N:11]([CH2:14][C:15]1[CH:20]=[CH:19][CH:18]=[C:17]([C:21]2[C:26]([F:27])=[CH:25][N:24]=[C:23](Cl)[N:22]=2)[CH:16]=1)[CH2:12][CH3:13])(C)(C)C.[NH2:30][CH2:31][CH2:32][C:33]1[CH:38]=[CH:37][C:36]([OH:39])=[C:35]([Cl:40])[CH:34]=1. (3) Given the product [F:23][C:24]1[CH:29]=[CH:28][CH:27]=[CH:26][C:25]=1[C:10]1[CH2:15][CH2:14][CH2:13][CH2:12][C:11]=1[C:16]([O:18][CH2:19][CH3:20])=[O:17], predict the reactants needed to synthesize it. The reactants are: C(O)C.FC(F)(F)S(O[C:10]1[CH2:15][CH2:14][CH2:13][CH2:12][C:11]=1[C:16]([O:18][CH2:19][CH3:20])=[O:17])(=O)=O.[F:23][C:24]1[CH:29]=[CH:28][CH:27]=[CH:26][C:25]=1B(O)O.C(=O)([O-])[O-].[Na+].[Na+]. (4) Given the product [O:14]1[CH2:15][CH2:16][N:11]([C:10]2[C:5]3[N:6]([C:17]([C:18]4[CH:19]=[CH:20][C:21]([N:24]5[CH2:25][CH2:26][N:27]([C:30]([O:32][C:33]([CH3:36])([CH3:35])[CH3:34])=[O:31])[CH2:28][CH2:29]5)=[N:22][CH:23]=4)=[C:3]([C:1]#[C:2][C:38]4[CH:47]=[CH:46][C:45]5[C:40](=[CH:41][CH:42]=[CH:43][CH:44]=5)[N:39]=4)[N:4]=3)[N:7]=[CH:8][CH:9]=2)[CH2:12][CH2:13]1, predict the reactants needed to synthesize it. The reactants are: [C:1]([C:3]1[N:4]=[C:5]2[C:10]([N:11]3[CH2:16][CH2:15][O:14][CH2:13][CH2:12]3)=[CH:9][CH:8]=[N:7][N:6]2[C:17]=1[C:18]1[CH:19]=[CH:20][C:21]([N:24]2[CH2:29][CH2:28][N:27]([C:30]([O:32][C:33]([CH3:36])([CH3:35])[CH3:34])=[O:31])[CH2:26][CH2:25]2)=[N:22][CH:23]=1)#[CH:2].Br[C:38]1[CH:47]=[CH:46][C:45]2[C:40](=[CH:41][CH:42]=[CH:43][CH:44]=2)[N:39]=1.CN(C=O)C.CCN(C(C)C)C(C)C. (5) Given the product [Cl:1][C:2]1[N:7]=[C:6]([C:8]([N:17]2[C:18]3[C:14](=[CH:13][C:12]([F:11])=[CH:20][CH:19]=3)[CH2:15][CH2:16]2)=[O:10])[CH:5]=[N:4][CH:3]=1, predict the reactants needed to synthesize it. The reactants are: [Cl:1][C:2]1[N:7]=[C:6]([C:8]([OH:10])=O)[CH:5]=[N:4][CH:3]=1.[F:11][C:12]1[CH:13]=[C:14]2[C:18](=[CH:19][CH:20]=1)[NH:17][CH2:16][CH2:15]2.CN(C(ON1N=NC2C=CC=CC1=2)=[N+](C)C)C.[B-](F)(F)(F)F.O. (6) Given the product [CH3:1][C:2]1[O:6][N:5]=[C:4]([C:7]2[CH:8]=[CH:9][N:10]=[CH:11][CH:12]=2)[C:3]=1[CH2:13][O:14][C:15]1[N:16]=[CH:17][C:18]([C:19]([N:24]2[CH2:29][CH2:28][O:27][CH2:26][CH2:25]2)=[O:21])=[CH:22][CH:23]=1, predict the reactants needed to synthesize it. The reactants are: [CH3:1][C:2]1[O:6][N:5]=[C:4]([C:7]2[CH:12]=[CH:11][N:10]=[CH:9][CH:8]=2)[C:3]=1[CH2:13][O:14][C:15]1[CH:23]=[CH:22][C:18]([C:19]([OH:21])=O)=[CH:17][N:16]=1.[NH:24]1[CH2:29][CH2:28][O:27][CH2:26][CH2:25]1. (7) Given the product [Cl:1][C:2]1[N:10]=[C:9]([C:11]([F:14])([F:13])[F:12])[CH:8]=[CH:7][C:3]=1[C:4]([NH:20][C:16]1[O:15][CH:19]=[CH:18][N:17]=1)=[O:6], predict the reactants needed to synthesize it. The reactants are: [Cl:1][C:2]1[N:10]=[C:9]([C:11]([F:14])([F:13])[F:12])[CH:8]=[CH:7][C:3]=1[C:4]([OH:6])=O.[O:15]1[CH:19]=[CH:18][N:17]=[C:16]1[NH2:20].C(N(CC)CC)C.C(P1(=O)OP(=O)(CCC)OP(=O)(CCC)O1)CC. (8) Given the product [CH3:1][O:2][C:3]1[CH:4]=[C:5]2[CH2:14][CH:13]([CH2:15][CH:16]3[CH2:17][CH2:18][N:19]([CH2:22][C:23]4[CH:28]=[CH:27][CH:26]=[CH:25][CH:24]=4)[CH2:20][CH2:21]3)[C:11](=[O:12])[C:6]2=[CH:7][C:8]=1[O:9][CH3:10].[CH3:14][C:5]1[CH:4]=[CH:3][C:29]([S:30]([OH:33])(=[O:32])=[O:31])=[CH:7][CH:6]=1, predict the reactants needed to synthesize it. The reactants are: [CH3:1][O:2][C:3]1[CH:4]=[C:5]2[CH2:14][CH:13]([CH2:15][CH:16]3[CH2:21][CH2:20][N:19]([CH2:22][C:23]4[CH:24]=[CH:25][CH:26]=[CH:27][CH:28]=4)[CH2:18][CH2:17]3)[C:11](=[O:12])[C:6]2=[CH:7][C:8]=1[O:9][CH3:10].[CH3:29][S:30]([OH:33])(=[O:32])=[O:31].C.